From a dataset of Full USPTO retrosynthesis dataset with 1.9M reactions from patents (1976-2016). Predict the reactants needed to synthesize the given product. (1) Given the product [Cl:23][C:1]([C:4]1[CH:5]=[C:6]2[C:11](=[CH:12][CH:13]=1)[C:9](=[O:10])[O:8][CH2:7]2)=[O:2], predict the reactants needed to synthesize it. The reactants are: [C:1]([C:4]1[CH:5]=[C:6]2[C:11](=[CH:12][CH:13]=1)[C:9](=[O:10])[O:8][CH2:7]2)(O)=[O:2].C1(C)C=CC=CC=1.S(Cl)([Cl:23])=O.CN(C)C=O. (2) Given the product [C:72]([O:71][C:69]([N:66]1[CH2:67][CH2:68][CH:63]([NH:62][C:36]([C:33]2[CH:32]=[C:31]([C:9]3[C:10]([O:21][C:22]4[CH:23]=[CH:24][C:25]([N+:28]([O-:30])=[O:29])=[CH:26][CH:27]=4)=[CH:11][C:12]([O:14][CH2:15][O:16][CH2:17][CH2:18][O:19][CH3:20])=[CH:13][C:8]=3[O:7][CH2:6][O:5][CH2:4][CH2:3][O:2][CH3:1])[O:35][N:34]=2)=[O:37])[CH2:64][CH2:65]1)=[O:70])([CH3:75])([CH3:73])[CH3:74], predict the reactants needed to synthesize it. The reactants are: [CH3:1][O:2][CH2:3][CH2:4][O:5][CH2:6][O:7][C:8]1[CH:13]=[C:12]([O:14][CH2:15][O:16][CH2:17][CH2:18][O:19][CH3:20])[CH:11]=[C:10]([O:21][C:22]2[CH:27]=[CH:26][C:25]([N+:28]([O-:30])=[O:29])=[CH:24][CH:23]=2)[C:9]=1[C:31]1[O:35][N:34]=[C:33]([C:36]([O-])=[O:37])[CH:32]=1.[K+].CN(C(ON1N=NC2C=CC=CC1=2)=[N+](C)C)C.[B-](F)(F)(F)F.[NH2:62][CH:63]1[CH2:68][CH2:67][N:66]([C:69]([O:71][C:72]([CH3:75])([CH3:74])[CH3:73])=[O:70])[CH2:65][CH2:64]1. (3) Given the product [Cl:1][C:2]1[C:7]([F:8])=[C:6]([C:9]([NH:16][CH2:15][CH2:14][O:13][CH3:12])=[O:11])[CH:5]=[CH:4][N:3]=1, predict the reactants needed to synthesize it. The reactants are: [Cl:1][C:2]1[C:7]([F:8])=[C:6]([C:9]([OH:11])=O)[CH:5]=[CH:4][N:3]=1.[CH3:12][O:13][CH2:14][CH2:15][NH2:16]. (4) Given the product [CH2:6]([NH:13][CH2:5][CH:3]([OH:4])[CH2:2][F:1])[C:7]1[CH:12]=[CH:11][CH:10]=[CH:9][CH:8]=1, predict the reactants needed to synthesize it. The reactants are: [F:1][CH2:2][CH:3]1[CH2:5][O:4]1.[CH2:6]([NH2:13])[C:7]1[CH:12]=[CH:11][CH:10]=[CH:9][CH:8]=1.FC(F)(F)S([O-])(=O)=O.[Ca+2].FC(F)(F)S([O-])(=O)=O.